This data is from Forward reaction prediction with 1.9M reactions from USPTO patents (1976-2016). The task is: Predict the product of the given reaction. (1) The product is: [CH:14]1([O:12][C:4]2[C:5]([N+:9]([O-:11])=[O:10])=[CH:6][CH:7]=[CH:8][C:3]=2[O:2][CH3:1])[CH2:18][CH2:17][CH2:16][CH2:15]1. Given the reactants [CH3:1][O:2][C:3]1[CH:8]=[CH:7][CH:6]=[C:5]([N+:9]([O-:11])=[O:10])[C:4]=1[OH:12].Br[CH:14]1[CH2:18][CH2:17][CH2:16][CH2:15]1.C(=O)([O-])[O-].[Cs+].[Cs+].Cl, predict the reaction product. (2) Given the reactants [CH3:1][O:2][C:3]1[CH:4]=[C:5]([CH:24]=[CH:25][C:26]=1[O:27][CH2:28][C:29]1[N:30]=[C:31]([C:35]2[CH:40]=[CH:39][CH:38]=[CH:37][CH:36]=2)[O:32][C:33]=1[CH3:34])[CH2:6][O:7][C:8]1[C:12]([CH2:13][C:14]([O:16]C)=[O:15])=[CH:11][N:10]([C:18]2[CH:23]=[CH:22][CH:21]=[CH:20][CH:19]=2)[N:9]=1.[OH-].[Na+].O1CCCC1.Cl, predict the reaction product. The product is: [CH3:1][O:2][C:3]1[CH:4]=[C:5]([CH:24]=[CH:25][C:26]=1[O:27][CH2:28][C:29]1[N:30]=[C:31]([C:35]2[CH:40]=[CH:39][CH:38]=[CH:37][CH:36]=2)[O:32][C:33]=1[CH3:34])[CH2:6][O:7][C:8]1[C:12]([CH2:13][C:14]([OH:16])=[O:15])=[CH:11][N:10]([C:18]2[CH:19]=[CH:20][CH:21]=[CH:22][CH:23]=2)[N:9]=1. (3) Given the reactants [F:1][C:2]1[CH:18]=[CH:17][CH:16]=[CH:15][C:3]=1[CH2:4][N:5]1[C:13]2[C:8](=[CH:9][C:10]([NH2:14])=[CH:11][CH:12]=2)[CH:7]=[N:6]1.Cl[C:20]1[C:29]2[C:24](=[CH:25][CH:26]=[C:27]([C:30]3[O:31][C:32]([C:35]([F:38])([F:37])[F:36])=[N:33][N:34]=3)[CH:28]=2)[N:23]=[CH:22][N:21]=1, predict the reaction product. The product is: [F:1][C:2]1[CH:18]=[CH:17][CH:16]=[CH:15][C:3]=1[CH2:4][N:5]1[C:13]2[C:8](=[CH:9][C:10]([NH:14][C:20]3[C:29]4[C:24](=[CH:25][CH:26]=[C:27]([C:30]5[O:31][C:32]([C:35]([F:38])([F:36])[F:37])=[N:33][N:34]=5)[CH:28]=4)[N:23]=[CH:22][N:21]=3)=[CH:11][CH:12]=2)[CH:7]=[N:6]1. (4) Given the reactants [ClH:1].[CH:2]1([NH:5][C:6](=[O:31])[C:7]2[CH:12]=[CH:11][C:10]([CH3:13])=[C:9]([N:14]3[C:23](=[O:24])[C:22]4[C:17](=[CH:18][CH:19]=[C:20]([S:25][CH2:26][CH2:27][N:28]([CH3:30])[CH3:29])[CH:21]=4)[N:16]=[CH:15]3)[CH:8]=2)[CH2:4][CH2:3]1, predict the reaction product. The product is: [ClH:1].[CH:2]1([NH:5][C:6](=[O:31])[C:7]2[CH:12]=[CH:11][C:10]([CH3:13])=[C:9]([N:14]3[C:23](=[O:24])[C:22]4[C:17](=[CH:18][CH:19]=[C:20]([S:25][CH2:26][CH2:27][N:28]([CH3:30])[CH3:29])[CH:21]=4)[N:16]=[CH:15]3)[CH:8]=2)[CH2:4][CH2:3]1. (5) Given the reactants [CH2:1]([O:8][C:9]1[CH:14]=[CH:13][C:12]([C:15]2[C:16]3[CH:17]=[CH:18][C:19]([CH:27]([OH:30])[C:28]#[CH:29])=[CH:20][C:21]=3[C:22]([CH3:26])([CH3:25])[CH2:23][CH:24]=2)=[CH:11][CH:10]=1)[C:2]1[CH:7]=[CH:6][CH:5]=[CH:4][CH:3]=1.I[C:32]1[CH:40]=[CH:39][C:35]([C:36]([OH:38])=[O:37])=[CH:34][CH:33]=1, predict the reaction product. The product is: [CH2:1]([O:8][C:9]1[CH:10]=[CH:11][C:12]([C:15]2[C:16]3[CH:17]=[CH:18][C:19]([CH:27]([OH:30])[C:28]#[C:29][C:32]4[CH:40]=[CH:39][C:35]([C:36]([OH:38])=[O:37])=[CH:34][CH:33]=4)=[CH:20][C:21]=3[C:22]([CH3:26])([CH3:25])[CH2:23][CH:24]=2)=[CH:13][CH:14]=1)[C:2]1[CH:3]=[CH:4][CH:5]=[CH:6][CH:7]=1. (6) Given the reactants N[C:2]1[C:11]([CH3:12])=[CH:10][CH:9]=[C:8]2[C:3]=1[CH:4]=[CH:5][NH:6][C:7]2=[O:13].N([O-])=[O:15].[Na+], predict the reaction product. The product is: [OH:15][C:2]1[C:11]([CH3:12])=[CH:10][CH:9]=[C:8]2[C:3]=1[CH:4]=[CH:5][NH:6][C:7]2=[O:13].